The task is: Predict the product of the given reaction.. This data is from Forward reaction prediction with 1.9M reactions from USPTO patents (1976-2016). Given the reactants [Cl:1][C:2]1[C:7]([NH2:8])=[CH:6][C:5]([C:9]2[CH:14]=[CH:13][N:12]=[C:11]([S:15][CH3:16])[N:10]=2)=[C:4]([C:17]2[CH:22]=[CH:21][C:20]([F:23])=[CH:19][CH:18]=2)[N:3]=1.N1C=CC=CC=1.[C:30](Cl)(=[O:32])[CH3:31].C([O-])(O)=O.[Na+], predict the reaction product. The product is: [Cl:1][C:2]1[C:7]([NH:8][C:30](=[O:32])[CH3:31])=[CH:6][C:5]([C:9]2[CH:14]=[CH:13][N:12]=[C:11]([S:15][CH3:16])[N:10]=2)=[C:4]([C:17]2[CH:22]=[CH:21][C:20]([F:23])=[CH:19][CH:18]=2)[N:3]=1.